This data is from Peptide-MHC class I binding affinity with 185,985 pairs from IEDB/IMGT. The task is: Regression. Given a peptide amino acid sequence and an MHC pseudo amino acid sequence, predict their binding affinity value. This is MHC class I binding data. (1) The peptide sequence is QLHAAGVRV. The MHC is HLA-B58:01 with pseudo-sequence HLA-B58:01. The binding affinity (normalized) is 0.0847. (2) The peptide sequence is NLTEEMAAL. The MHC is HLA-A02:03 with pseudo-sequence HLA-A02:03. The binding affinity (normalized) is 0.0847. (3) The peptide sequence is HVLSLVFGK. The MHC is HLA-B44:02 with pseudo-sequence HLA-B44:02. The binding affinity (normalized) is 0.213. (4) The peptide sequence is NCINVELSL. The MHC is HLA-B38:01 with pseudo-sequence HLA-B38:01. The binding affinity (normalized) is 0.318. (5) The binding affinity (normalized) is 0.0847. The MHC is HLA-B40:01 with pseudo-sequence HLA-B40:01. The peptide sequence is YFFVKWIGK. (6) The peptide sequence is VPHVIEEVM. The MHC is HLA-A02:16 with pseudo-sequence HLA-A02:16. The binding affinity (normalized) is 0.0847. (7) The peptide sequence is APTLHRLGI. The MHC is HLA-B39:01 with pseudo-sequence HLA-B39:01. The binding affinity (normalized) is 0.0847. (8) The peptide sequence is DPKKTGGPI. The MHC is HLA-A02:03 with pseudo-sequence HLA-A02:03. The binding affinity (normalized) is 0.0847. (9) The binding affinity (normalized) is 0.0847. The MHC is HLA-A24:03 with pseudo-sequence HLA-A24:03. The peptide sequence is FQEALKKSL. (10) The binding affinity (normalized) is 0.0239. The peptide sequence is YAKSISKSNA. The MHC is HLA-A02:01 with pseudo-sequence HLA-A02:01.